This data is from Catalyst prediction with 721,799 reactions and 888 catalyst types from USPTO. The task is: Predict which catalyst facilitates the given reaction. (1) Reactant: Br[C:2]1[C:3]([O:9][CH3:10])=[N:4][CH:5]=[C:6]([Br:8])[CH:7]=1. Product: [N:4]1[CH:5]=[CH:6][CH:7]=[CH:2][C:3]=1[C:2]1[C:3]([O:9][CH3:10])=[N:4][CH:5]=[C:6]([Br:8])[CH:7]=1. The catalyst class is: 9. (2) Product: [NH2:11][C:12]1[S:13][C:14]([C:25]2[CH:30]=[CH:29][N:28]=[C:27]([NH:31][CH2:32][C:33]3[CH:38]=[CH:37][CH:36]=[CH:35][CH:34]=3)[CH:26]=2)=[C:15]([C:17]2[CH:22]=[C:21]([CH3:23])[CH:20]=[C:19]([CH3:24])[CH:18]=2)[N:16]=1. The catalyst class is: 7. Reactant: [H-].[Li+].[Al+3].[H-].[H-].[H-].[Cl-].[Al+3].[Cl-].[Cl-].[NH2:11][C:12]1[S:13][C:14]([C:25]2[CH:30]=[CH:29][N:28]=[C:27]([NH:31][C:32](=O)[C:33]3[CH:38]=[CH:37][CH:36]=[CH:35][CH:34]=3)[CH:26]=2)=[C:15]([C:17]2[CH:22]=[C:21]([CH3:23])[CH:20]=[C:19]([CH3:24])[CH:18]=2)[N:16]=1.O. (3) Reactant: N[C:2]1[CH:10]=[N:9][CH:8]=[CH:7][C:3]=1[C:4]([OH:6])=[O:5].S(=O)(=O)(O)[OH:12].N([O-])=O.[Na+].[OH-].[NH4+]. Product: [OH:12][C:2]1[CH:10]=[N:9][CH:8]=[CH:7][C:3]=1[C:4]([OH:6])=[O:5]. The catalyst class is: 211. (4) Reactant: [Na].CO[C:4](=O)[C:5]([CH:8]([O:11]C)[O:9][CH3:10])=[CH:6]O.Cl.[CH2:15]([O:18][C:19]1[CH:24]=[CH:23][C:22]([C:25](=[NH:27])[NH2:26])=[C:21]([C:28]([F:31])([F:30])[F:29])[CH:20]=1)[CH2:16][CH3:17].O. Product: [CH2:15]([O:18][C:19]1[CH:24]=[CH:23][C:22]([C:25]2[N:26]=[CH:4][C:5]([C:8]([O:9][CH3:10])=[O:11])=[CH:6][N:27]=2)=[C:21]([C:28]([F:29])([F:30])[F:31])[CH:20]=1)[CH2:16][CH3:17]. The catalyst class is: 9. (5) Reactant: C(NC(C)C)(C)C.C([Li])CCC.[F:13][C:14]1[CH:19]=[C:18]([F:20])[CH:17]=[CH:16][C:15]=1[NH:21][S:22]([CH2:25][CH2:26][CH3:27])(=[O:24])=[O:23].CN(C)[CH:30]=[O:31].Cl. Product: [F:13][C:14]1[C:19]([CH:30]=[O:31])=[C:18]([F:20])[CH:17]=[CH:16][C:15]=1[NH:21][S:22]([CH2:25][CH2:26][CH3:27])(=[O:24])=[O:23]. The catalyst class is: 30. (6) Reactant: [Br:1][C:2]1[CH:7]=[CH:6][CH:5]=[C:4]([NH2:8])[C:3]=1[CH3:9].Cl[C:11](Cl)([O:13]C(=O)OC(Cl)(Cl)Cl)Cl. Product: [Br:1][C:2]1[CH:7]=[CH:6][CH:5]=[C:4]([N:8]=[C:11]=[O:13])[C:3]=1[CH3:9]. The catalyst class is: 11. (7) The catalyst class is: 4. Reactant: ClC1C=CC=C(C(OO)=[O:9])C=1.[Br:12][C:13]1[CH:14]=[C:15]2[C:20](=[CH:21][CH:22]=1)[N:19]=[C:18]([S:23][CH3:24])[NH:17][C:16]2=[O:25]. Product: [Br:12][C:13]1[CH:14]=[C:15]2[C:20](=[CH:21][CH:22]=1)[N:19]=[C:18]([S:23]([CH3:24])=[O:9])[NH:17][C:16]2=[O:25].